This data is from Forward reaction prediction with 1.9M reactions from USPTO patents (1976-2016). The task is: Predict the product of the given reaction. (1) Given the reactants C([O:8][C:9]1[CH:26]=[C:12]2[CH2:13][N:14]([C:17]([C:19]3[CH:24]=[CH:23][C:22]([F:25])=[CH:21][CH:20]=3)=[O:18])[CH2:15][CH2:16][N:11]2[N:10]=1)C1C=CC=CC=1, predict the reaction product. The product is: [F:25][C:22]1[CH:23]=[CH:24][C:19]([C:17]([N:14]2[CH2:15][CH2:16][N:11]3[N:10]=[C:9]([OH:8])[CH:26]=[C:12]3[CH2:13]2)=[O:18])=[CH:20][CH:21]=1. (2) Given the reactants [CH3:1][O:2][C:3](=[O:31])[CH2:4][C:5]1[C:14]2[C:9](=[CH:10][C:11]([O:17][CH3:18])=[C:12]([O:15][CH3:16])[CH:13]=2)[C:8]([CH2:19][C:20]2[CH:25]=[CH:24][CH:23]=[C:22]([O:26][CH:27]([CH2:29][CH3:30])[CH3:28])[CH:21]=2)=[N:7][CH:6]=1.[Se](=O)=[O:33].C(OCC)(=O)C.CCCCCC, predict the reaction product. The product is: [CH3:1][O:2][C:3](=[O:31])[CH2:4][C:5]1[C:14]2[C:9](=[CH:10][C:11]([O:17][CH3:18])=[C:12]([O:15][CH3:16])[CH:13]=2)[C:8]([C:19](=[O:33])[C:20]2[CH:25]=[CH:24][CH:23]=[C:22]([O:26][CH:27]([CH2:29][CH3:30])[CH3:28])[CH:21]=2)=[N:7][CH:6]=1. (3) Given the reactants [CH2:1]([O:3][C:4](=[O:11])[C:5](=O)[CH2:6][C:7](=[O:9])[CH3:8])[CH3:2].Cl.[CH3:13][O:14][NH2:15].S([O-])([O-])(=O)=O.[Na+].[Na+], predict the reaction product. The product is: [CH2:1]([O:3][C:4](=[O:11])[C:5](=[N:15][O:14][CH3:13])[CH2:6][C:7](=[O:9])[CH3:8])[CH3:2].